From a dataset of Full USPTO retrosynthesis dataset with 1.9M reactions from patents (1976-2016). Predict the reactants needed to synthesize the given product. (1) Given the product [CH2:1]([N:4]1[C:8](=[O:9])[C:7]([CH:11]2[CH2:12][CH2:13][CH2:14][CH2:15][CH2:16]2)([CH3:10])[N:6]([CH3:18])[C:5]1=[O:17])[CH:2]=[CH2:3], predict the reactants needed to synthesize it. The reactants are: [CH2:1]([N:4]1[C:8](=[O:9])[C:7]([CH:11]2[CH2:16][CH2:15][CH2:14][CH2:13][CH2:12]2)([CH3:10])[NH:6][C:5]1=[O:17])[CH:2]=[CH2:3].[C:18](=O)([O-])[O-].[Cs+].[Cs+].CN(C=O)C.CI. (2) Given the product [CH2:1]([N:2]([CH2:11][C:12]1[CH:13]=[C:14]([C:18]2[CH:19]=[CH:20][C:21]([CH2:24][CH:25]([C:30]([NH2:32])=[O:31])[C:26]([OH:28])=[O:27])=[CH:22][CH:23]=2)[CH:15]=[CH:16][CH:17]=1)[C:3]([C:5]1[CH:10]=[CH:9][CH:8]=[CH:7][CH:6]=1)=[O:4])[CH3:36], predict the reactants needed to synthesize it. The reactants are: [CH3:1][N:2]([CH2:11][C:12]1[CH:13]=[C:14]([C:18]2[CH:23]=[CH:22][C:21]([CH2:24][CH:25]([C:30]([NH2:32])=[O:31])[C:26]([O:28]C)=[O:27])=[CH:20][CH:19]=2)[CH:15]=[CH:16][CH:17]=1)[C:3]([C:5]1[CH:10]=[CH:9][CH:8]=[CH:7][CH:6]=1)=[O:4].[OH-].[Na+].Cl.[CH3:36]O. (3) Given the product [ClH:39].[CH:14]1([C:12](=[O:13])[CH:11]([N:8]2[CH2:9][CH2:10][CH:5]([SH:4])/[C:6](=[CH:24]/[C:25]3[N:26]=[N:27][N:28]([CH2:30][CH2:31][CH2:32][CH2:33][C:34]([O:36][CH2:37][CH3:38])=[O:35])[CH:29]=3)/[CH2:7]2)[C:17]2[CH:22]=[CH:21][CH:20]=[CH:19][C:18]=2[F:23])[CH2:16][CH2:15]1, predict the reactants needed to synthesize it. The reactants are: C([S:4][CH:5]1[CH2:10][CH2:9][N:8]([CH:11]([C:17]2[CH:22]=[CH:21][CH:20]=[CH:19][C:18]=2[F:23])[C:12]([CH:14]2[CH2:16][CH2:15]2)=[O:13])[CH2:7]/[C:6]/1=[CH:24]\[C:25]1[N:26]=[N:27][N:28]([CH2:30][CH2:31][CH2:32][CH2:33][C:34]([O:36][CH2:37][CH3:38])=[O:35])[CH:29]=1)(=O)C.[ClH:39]. (4) Given the product [CH3:1][C:2]1[C:3]([CH3:4])=[N:13][C:12]2[N:8]([C:9]([CH2:14][C:15]3[CH:20]=[CH:19][C:18]([OH:21])=[CH:17][CH:16]=3)=[N:10][N:11]=2)[N:7]=1, predict the reactants needed to synthesize it. The reactants are: [CH3:1][C:2](=O)[C:3](=O)[CH3:4].[NH2:7][N:8]1[C:12]([NH2:13])=[N:11][N:10]=[C:9]1[CH2:14][C:15]1[CH:20]=[CH:19][C:18]([OH:21])=[CH:17][CH:16]=1. (5) The reactants are: C([N:8]1[CH:16]=[C:15]2[C:10]([CH:11]=[CH:12][C:13]3[C:24]4[C:18]5([CH2:30][CH:21]([C:22](=[O:29])[C:23]=4[C:25]([F:28])([F:27])[F:26])[CH2:20][CH2:19]5)[CH2:17][C:14]=32)=[N:9]1)C1C=CC=CC=1.Cl.[H][H]. Given the product [F:27][C:25]([F:26])([F:28])[C:23]1[C:22](=[O:29])[C@H:21]2[CH2:30][C@@:18]3([C:24]=1[C:13]1[CH:12]=[CH:11][C:10]4[NH:9][N:8]=[CH:16][C:15]=4[C:14]=1[CH2:17]3)[CH2:19][CH2:20]2, predict the reactants needed to synthesize it. (6) Given the product [N:31]1[C:23]([NH:1][C@H:2]([C:4]2[N:5]=[C:6]3[S:20][CH:19]=[C:18]([CH3:21])[N:7]3[C:8](=[O:17])[C:9]=2[C:10]2[CH:15]=[CH:14][CH:13]=[C:12]([F:16])[CH:11]=2)[CH3:3])=[C:24]2[C:28]([NH:27][CH:26]=[N:25]2)=[N:29][CH:30]=1, predict the reactants needed to synthesize it. The reactants are: [NH2:1][C@H:2]([C:4]1[N:5]=[C:6]2[S:20][CH:19]=[C:18]([CH3:21])[N:7]2[C:8](=[O:17])[C:9]=1[C:10]1[CH:15]=[CH:14][CH:13]=[C:12]([F:16])[CH:11]=1)[CH3:3].Cl[C:23]1[N:31]=[CH:30][N:29]=[C:28]2[C:24]=1[NH:25][CH:26]=[N:27]2.C(N(CC)C(C)C)(C)C.C(Cl)Cl. (7) Given the product [Br:3][C:4]1[CH:10]=[CH:9][C:21]([N:19]([CH3:20])[CH3:18])=[C:6]([Cl:11])[CH:5]=1, predict the reactants needed to synthesize it. The reactants are: IC.[Br:3][C:4]1[CH:10]=[CH:9]C(N)=[C:6]([Cl:11])[CH:5]=1.C([O-])([O-])=O.[K+].[K+].[CH3:18][N:19]([CH:21]=O)[CH3:20]. (8) Given the product [Br:1][C:2]1[CH:3]=[C:4]2[C:9](=[CH:10][CH:11]=1)[N:8]=[CH:7][N:6]=[C:5]2[C:12]1[CH:20]=[C:16]([C:17]([N:57]2[CH2:58][CH2:59][N:54]([C:60](=[O:62])[CH3:61])[CH2:55][CH2:56]2)=[O:19])[CH:15]=[N:14][CH:13]=1, predict the reactants needed to synthesize it. The reactants are: [Br:1][C:2]1[CH:3]=[C:4]2[C:9](=[CH:10][CH:11]=1)[N:8]=[CH:7][N:6]=[C:5]2[C:12]1[CH:13]=[N:14][CH:15]=[C:16]([CH:20]=1)[C:17]([OH:19])=O.CN(C(ON1N=NC2C=CC=CC1=2)=[N+](C)C)C.F[P-](F)(F)(F)(F)F.CCN(C(C)C)C(C)C.[N:54]1([C:60](=[O:62])[CH3:61])[CH2:59][CH2:58][NH:57][CH2:56][CH2:55]1. (9) Given the product [CH3:1][O:2][C:3]1[C:4](=[O:24])[C:5]([C:6]([O:8][CH3:9])=[O:7])=[N:10][N:11]([C:12]2[C:22]([F:23])=[CH:21][C:15]3[O:16][C:17]([F:20])([F:19])[O:18][C:14]=3[CH:13]=2)[CH:25]=1, predict the reactants needed to synthesize it. The reactants are: [CH3:1][O:2][CH2:3][C:4](=[O:24])[C:5](=[N:10][NH:11][C:12]1[C:22]([F:23])=[CH:21][C:15]2[O:16][C:17]([F:20])([F:19])[O:18][C:14]=2[CH:13]=1)[C:6]([O:8][CH3:9])=[O:7].[CH3:25]OC(OC)N(C)C.